Dataset: Full USPTO retrosynthesis dataset with 1.9M reactions from patents (1976-2016). Task: Predict the reactants needed to synthesize the given product. (1) Given the product [N:18]1([C:11]2[N:10]=[C:9]([C:5]3[CH:4]=[C:3]([OH:2])[CH:8]=[N:7][CH:6]=3)[N:17]=[C:16]3[C:12]=2[N:13]=[CH:14][NH:15]3)[CH2:19][CH2:20][O:21][CH2:22][CH2:23]1, predict the reactants needed to synthesize it. The reactants are: C[O:2][C:3]1[CH:4]=[C:5]([C:9]2[N:17]=[C:16]3[C:12]([N:13]=[CH:14][NH:15]3)=[C:11]([N:18]3[CH2:23][CH2:22][O:21][CH2:20][CH2:19]3)[N:10]=2)[CH:6]=[N:7][CH:8]=1. (2) Given the product [CH3:43][O:42][C:40](=[O:41])[CH2:39][N:1]1[C:5]2[CH:6]=[CH:7][CH:8]=[CH:9][C:4]=2[N:3]=[C:2]1[C:10]([N:12]([CH2:34][CH:35]([CH3:37])[CH3:36])[C@H:13]1[CH2:18][C@@H:17]([C:19]([N:21]2[CH2:22][CH2:23][O:24][CH2:25][CH2:26]2)=[O:20])[CH2:16][N:15]([C:27]([O:29][C:30]([CH3:31])([CH3:32])[CH3:33])=[O:28])[CH2:14]1)=[O:11], predict the reactants needed to synthesize it. The reactants are: [NH:1]1[C:5]2[CH:6]=[CH:7][CH:8]=[CH:9][C:4]=2[N:3]=[C:2]1[C:10]([N:12]([CH2:34][CH:35]([CH3:37])[CH3:36])[C@H:13]1[CH2:18][C@@H:17]([C:19]([N:21]2[CH2:26][CH2:25][O:24][CH2:23][CH2:22]2)=[O:20])[CH2:16][N:15]([C:27]([O:29][C:30]([CH3:33])([CH3:32])[CH3:31])=[O:28])[CH2:14]1)=[O:11].Br[CH2:39][C:40]([O:42][CH3:43])=[O:41].C(=O)([O-])[O-].[Cs+].[Cs+]. (3) Given the product [O:3]1[C:4]2([CH2:9][CH2:8][C:7]([N:12]3[CH2:16][CH2:15][CH2:14][CH2:13]3)=[CH:6][CH2:5]2)[O:11][CH2:1][CH2:2]1, predict the reactants needed to synthesize it. The reactants are: [CH2:1]1[O:11][C:4]2([CH2:9][CH2:8][C:7](=O)[CH2:6][CH2:5]2)[O:3][CH2:2]1.[NH:12]1[CH2:16][CH2:15][CH2:14][CH2:13]1. (4) The reactants are: [F:1][C:2]1[CH:3]=[C:4]([C:14]2[N:15]([C:19]([O:21][C:22]([CH3:25])([CH3:24])[CH3:23])=[O:20])[CH:16]=[CH:17][CH:18]=2)[CH:5]=[C:6]2[C:10]=1[NH:9][C:8](=[O:11])[C:7]2([CH3:13])[CH3:12].ClS([N:30]=[C:31]=O)(=O)=O.CN(C=O)C. Given the product [C:31]([C:16]1[N:15]([C:19]([O:21][C:22]([CH3:25])([CH3:24])[CH3:23])=[O:20])[C:14]([C:4]2[CH:5]=[C:6]3[C:10](=[C:2]([F:1])[CH:3]=2)[NH:9][C:8](=[O:11])[C:7]3([CH3:13])[CH3:12])=[CH:18][CH:17]=1)#[N:30], predict the reactants needed to synthesize it. (5) Given the product [F:1][CH2:2][CH2:3][CH2:4][N:5]1[C:17]2[CH:16]=[CH:15][C:14]([C:18]#[N:27])=[CH:13][C:12]=2[C:11]2[C:6]1=[CH:7][CH:8]=[CH:9][CH:10]=2, predict the reactants needed to synthesize it. The reactants are: [F:1][CH2:2][CH2:3][CH2:4][N:5]1[C:17]2[CH:16]=[CH:15][C:14]([CH:18]=O)=[CH:13][C:12]=2[C:11]2[C:6]1=[CH:7][CH:8]=[CH:9][CH:10]=2.Cl.NO.C(O)(=O)C.[N:27]1C=CC=CC=1.